Dataset: Reaction yield outcomes from USPTO patents with 853,638 reactions. Task: Predict the reaction yield, written as a fraction of the theoretical maximum amount of product (1.0 means a 100% yield; for example, 0.34 means a 34% yield). No catalyst specified. The yield is 0.718. The reactants are [O:1]1[CH2:6][CH2:5][C:4](C(O)=O)([C:7]([OH:9])=[O:8])[CH2:3][CH2:2]1.C(=O)=O. The product is [O:1]1[CH2:6][CH2:5][CH:4]([C:7]([OH:9])=[O:8])[CH2:3][CH2:2]1.